This data is from Catalyst prediction with 721,799 reactions and 888 catalyst types from USPTO. The task is: Predict which catalyst facilitates the given reaction. (1) Reactant: [NH2:1][C:2]1[S:3][C:4]2[CH:10]=[C:9]([OH:11])[CH:8]=[CH:7][C:5]=2[N:6]=1.Br[CH2:13][C:14]([C:16]1[CH:21]=[CH:20][C:19]([N+:22]([O-:24])=[O:23])=[CH:18][CH:17]=1)=O. Product: [N+:22]([C:19]1[CH:20]=[CH:21][C:16]([C:14]2[N:1]=[C:2]3[N:6]([CH:13]=2)[C:5]2[CH:7]=[CH:8][C:9]([OH:11])=[CH:10][C:4]=2[S:3]3)=[CH:17][CH:18]=1)([O-:24])=[O:23]. The catalyst class is: 41. (2) Reactant: Cl[CH2:2][C:3]1[S:7][CH:6]=[N:5][C:4]=1[CH3:8].[CH3:9][C:10]1[N:15]=[C:14]([SH:16])[N:13]=[C:12]([OH:17])[CH:11]=1.C(=O)([O-])[O-].[K+].[K+]. Product: [CH3:9][C:10]1[N:15]=[C:14]([S:16][CH2:2][C:3]2[S:7][CH:6]=[N:5][C:4]=2[CH3:8])[N:13]=[C:12]([OH:17])[CH:11]=1. The catalyst class is: 21.